Dataset: Forward reaction prediction with 1.9M reactions from USPTO patents (1976-2016). Task: Predict the product of the given reaction. (1) The product is: [CH2:30]([O:29][C:18]1[C:19]([CH:26]([CH3:28])[CH3:27])=[CH:20][C:21]([CH:23]([CH3:24])[CH3:25])=[CH:22][C:17]=1[C:13]1[C:11]2[O:12][C:8]([C:6]([CH3:7])=[CH:5][C:4]([OH:32])=[O:3])=[CH:9][C:10]=2[CH:16]=[CH:15][CH:14]=1)[CH3:31]. Given the reactants C([O:3][C:4](=[O:32])[CH:5]=[C:6]([C:8]1[O:12][C:11]2[C:13]([C:17]3[CH:22]=[C:21]([CH:23]([CH3:25])[CH3:24])[CH:20]=[C:19]([CH:26]([CH3:28])[CH3:27])[C:18]=3[O:29][CH2:30][CH3:31])=[CH:14][CH:15]=[CH:16][C:10]=2[CH:9]=1)[CH3:7])C.C1COCC1.[Li+].[OH-], predict the reaction product. (2) Given the reactants [CH3:1]C(C)([O-])C.[K+].[O:7]1[C:11]2[CH:12]=[CH:13][CH:14]=[CH:15][C:10]=2[CH:9]=[C:8]1[CH:16]1[CH2:21][CH2:20][CH:19]([CH:22]=[O:23])[CH2:18][CH2:17]1.IC, predict the reaction product. The product is: [O:7]1[C:11]2[CH:12]=[CH:13][CH:14]=[CH:15][C:10]=2[CH:9]=[C:8]1[CH:16]1[CH2:17][CH2:18][C:19]([CH3:1])([CH:22]=[O:23])[CH2:20][CH2:21]1. (3) Given the reactants [N+:1]([C:4]1[CH:5]=[C:6]2[C:10](=[CH:11][CH:12]=1)[CH2:9][CH:8]([OH:13])[CH2:7]2)([O-:3])=[O:2].[C:14]([O-])([O-])=O.[K+].[K+], predict the reaction product. The product is: [CH3:14][O:13][CH:8]1[CH2:7][C:6]2[C:10](=[CH:11][CH:12]=[C:4]([N+:1]([O-:3])=[O:2])[CH:5]=2)[CH2:9]1. (4) Given the reactants [CH3:1][N:2]([CH2:16][CH2:17][CH3:18])[C:3]1[CH:11]=[CH:10][C:9]([S:12]([CH3:15])(=[O:14])=[O:13])=[CH:8][C:4]=1[C:5]([OH:7])=O.[Cl:19][C:20]1[CH:21]=[C:22]([N:27]2[CH2:32][CH2:31][NH:30][CH2:29][CH2:28]2)[CH:23]=[CH:24][C:25]=1[Cl:26], predict the reaction product. The product is: [Cl:19][C:20]1[CH:21]=[C:22]([N:27]2[CH2:32][CH2:31][N:30]([C:5]([C:4]3[CH:8]=[C:9]([S:12]([CH3:15])(=[O:14])=[O:13])[CH:10]=[CH:11][C:3]=3[N:2]([CH3:1])[CH2:16][CH2:17][CH3:18])=[O:7])[CH2:29][CH2:28]2)[CH:23]=[CH:24][C:25]=1[Cl:26]. (5) Given the reactants [CH3:1][O:2][C:3]1[CH:4]=[C:5]([NH2:15])[CH:6]=[CH:7][C:8]=1[N:9]1[CH:13]=[C:12]([CH3:14])[N:11]=[CH:10]1.[Cl:16][C:17]1[CH:22]=[CH:21][C:20]([C:23](=O)[CH2:24][S:25][C:26]#[N:27])=[CH:19][CH:18]=1, predict the reaction product. The product is: [Cl:16][C:17]1[CH:22]=[CH:21][C:20]([C:23]2[N:27]=[C:26]([NH:15][C:5]3[CH:6]=[CH:7][C:8]([N:9]4[CH:13]=[C:12]([CH3:14])[N:11]=[CH:10]4)=[C:3]([O:2][CH3:1])[CH:4]=3)[S:25][CH:24]=2)=[CH:19][CH:18]=1.